This data is from Forward reaction prediction with 1.9M reactions from USPTO patents (1976-2016). The task is: Predict the product of the given reaction. (1) Given the reactants [Cl:1][C:2]([Cl:7])([Cl:6])[C:3]([OH:5])=[O:4].S(OCC)(O[CH2:12][CH3:13])(=O)=O.C1(C(=CC(=C(C=1)C)C)C)C, predict the reaction product. The product is: [Cl:1][C:2]([Cl:7])([Cl:6])[C:3]([O:5][CH2:12][CH3:13])=[O:4]. (2) Given the reactants [Cl:1][C:2]1[CH:3]=[CH:4][CH:5]=[C:6]2[C:11]=1[N:10]=[CH:9][N:8]=[C:7]2[C:12]1[CH:17]=[C:16]([O:18][C:19]2[CH:24]=[CH:23][CH:22]=[C:21]([S:25]([CH2:28][CH2:29][CH2:30][O:31]C3CCCCO3)(=[O:27])=[O:26])[CH:20]=2)[CH:15]=[CH:14][C:13]=1[F:38].C1(S(O)(=O)=O)C=CC=CC=1, predict the reaction product. The product is: [Cl:1][C:2]1[CH:3]=[CH:4][CH:5]=[C:6]2[C:11]=1[N:10]=[CH:9][N:8]=[C:7]2[C:12]1[CH:17]=[C:16]([CH:15]=[CH:14][C:13]=1[F:38])[O:18][C:19]1[CH:20]=[C:21]([S:25]([CH2:28][CH2:29][CH2:30][OH:31])(=[O:26])=[O:27])[CH:22]=[CH:23][CH:24]=1. (3) Given the reactants [OH:1][CH2:2][C:3]1[CH:30]=[CH:29][C:6]([C:7]([NH:9][C:10]2[CH:15]=[C:14]([C:16]3[S:17][CH:18]=[CH:19][CH:20]=3)[CH:13]=[CH:12][C:11]=2[NH:21][C:22](=[O:28])[O:23][C:24]([CH3:27])([CH3:26])[CH3:25])=[O:8])=[CH:5][CH:4]=1.CC(OI1(OC(C)=O)(OC(C)=O)OC(=O)C2C=CC=CC1=2)=O, predict the reaction product. The product is: [C:24]([O:23][C:22](=[O:28])[NH:21][C:11]1[CH:12]=[CH:13][C:14]([C:16]2[S:17][CH:18]=[CH:19][CH:20]=2)=[CH:15][C:10]=1[NH:9][C:7](=[O:8])[C:6]1[CH:5]=[CH:4][C:3]([CH:2]=[O:1])=[CH:30][CH:29]=1)([CH3:27])([CH3:25])[CH3:26]. (4) The product is: [CH3:22][C:17]1([CH3:21])[CH2:16][C:14]2[N:15]=[C:11]([N:7]3[C:6]4[CH:23]=[C:2]([NH:1][C:25]5[N:26]=[N:27][C:28]([CH3:31])=[CH:29][CH:30]=5)[CH:3]=[CH:4][C:5]=4[O:10][CH2:9][CH2:8]3)[S:12][C:13]=2[C:19](=[O:20])[CH2:18]1. Given the reactants [NH2:1][C:2]1[CH:3]=[CH:4][C:5]2[O:10][CH2:9][CH2:8][N:7]([C:11]3[S:12][C:13]4[C:19](=[O:20])[CH2:18][C:17]([CH3:22])([CH3:21])[CH2:16][C:14]=4[N:15]=3)[C:6]=2[CH:23]=1.Cl[C:25]1[N:26]=[N:27][C:28]([CH3:31])=[CH:29][CH:30]=1.CCN(C(C)C)C(C)C, predict the reaction product. (5) Given the reactants C([O:3][C:4](=[O:36])[C@H:5]([CH3:35])[CH2:6][C@H:7]([NH:21][C:22](=[O:34])[CH2:23][CH2:24][C:25]1[N:29](CCC#N)[N:28]=[N:27][N:26]=1)[CH2:8][C:9]1[CH:14]=[CH:13][C:12]([C:15]2[CH:20]=[CH:19][CH:18]=[CH:17][CH:16]=2)=[CH:11][CH:10]=1)C.C1CCN2C(=NCCC2)CC1, predict the reaction product. The product is: [C:12]1([C:15]2[CH:20]=[CH:19][CH:18]=[CH:17][CH:16]=2)[CH:13]=[CH:14][C:9]([CH2:8][C@@H:7]([NH:21][C:22](=[O:34])[CH2:23][CH2:24][C:25]2[NH:29][N:28]=[N:27][N:26]=2)[CH2:6][C@@H:5]([CH3:35])[C:4]([OH:36])=[O:3])=[CH:10][CH:11]=1. (6) Given the reactants Cl[C:2]1[CH:11]=[C:10]([C:12]([F:15])([F:14])[F:13])[C:5]([C:6]([O:8]C)=O)=[CH:4][N:3]=1.[CH3:16][N:17]1[CH2:22][CH2:21][NH:20][CH2:19][CH2:18]1.[O:23]([C:30]1[CH:38]=[CH:37][C:33]([CH2:34][CH2:35][NH2:36])=[CH:32][CH:31]=1)[C:24]1[CH:29]=[CH:28][CH:27]=[CH:26][CH:25]=1, predict the reaction product. The product is: [CH3:16][N:17]1[CH2:22][CH2:21][N:20]([C:2]2[CH:11]=[C:10]([C:12]([F:15])([F:14])[F:13])[C:5]([C:6]([NH:36][CH2:35][CH2:34][C:33]3[CH:37]=[CH:38][C:30]([O:23][C:24]4[CH:29]=[CH:28][CH:27]=[CH:26][CH:25]=4)=[CH:31][CH:32]=3)=[O:8])=[CH:4][N:3]=2)[CH2:19][CH2:18]1.